This data is from Forward reaction prediction with 1.9M reactions from USPTO patents (1976-2016). The task is: Predict the product of the given reaction. The product is: [C:1]([O:5][C:6]([N:8]([CH3:32])[C@H:9]1[CH2:14][CH2:13][C@H:12]([N:15]([CH2:28][CH3:29])[C:16]2[C:17]([CH3:27])=[C:18]([CH:23]=[C:24]([Cl:26])[CH:25]=2)[C:19]([O:21][CH3:22])=[O:20])[CH2:11][CH2:10]1)=[O:7])([CH3:3])([CH3:2])[CH3:4]. Given the reactants [C:1]([O:5][C:6]([NH:8][C@H:9]1[CH2:14][CH2:13][C@H:12]([N:15]([CH2:28][CH3:29])[C:16]2[C:17]([CH3:27])=[C:18]([CH:23]=[C:24]([Cl:26])[CH:25]=2)[C:19]([O:21][CH3:22])=[O:20])[CH2:11][CH2:10]1)=[O:7])([CH3:4])([CH3:3])[CH3:2].[H-].[Na+].[CH3:32]I, predict the reaction product.